Dataset: Reaction yield outcomes from USPTO patents with 853,638 reactions. Task: Predict the reaction yield, written as a fraction of the theoretical maximum amount of product (1.0 means a 100% yield; for example, 0.34 means a 34% yield). The reactants are [C:1]([Cl:4])(=O)C.CO.[OH:7][C@H:8]1[CH2:12][NH:11][C@@H:10]([C:13]([OH:15])=[O:14])[CH2:9]1. The catalyst is CCOCC. The product is [ClH:4].[OH:7][C@H:8]1[CH2:12][NH:11][C@@H:10]([C:13]([O:15][CH3:1])=[O:14])[CH2:9]1. The yield is 1.00.